From a dataset of Forward reaction prediction with 1.9M reactions from USPTO patents (1976-2016). Predict the product of the given reaction. (1) Given the reactants [CH3:1][N:2]([S:15]([C:18]1[S:19][CH:20]=[CH:21][CH:22]=1)(=[O:17])=[O:16])[C:3]1[CH:4]=[CH:5][CH:6]=[C:7]2[C:11]=1[NH:10][C:9]([C:12](O)=[O:13])=[CH:8]2.N1(O)C2C=CC=CC=2N=N1.Cl.CN(C)CCCN=C=NCC.[NH2:45][CH2:46][C:47]1([OH:60])[CH2:52][CH2:51][N:50]([CH2:53][C:54]2[CH:59]=[CH:58][CH:57]=[CH:56][CH:55]=2)[CH2:49][CH2:48]1.C(=O)([O-])O.[Na+], predict the reaction product. The product is: [CH2:53]([N:50]1[CH2:49][CH2:48][C:47]([CH2:46][NH:45][C:12]([C:9]2[NH:10][C:11]3[C:7]([CH:8]=2)=[CH:6][CH:5]=[CH:4][C:3]=3[N:2]([CH3:1])[S:15]([C:18]2[S:19][CH:20]=[CH:21][CH:22]=2)(=[O:16])=[O:17])=[O:13])([OH:60])[CH2:52][CH2:51]1)[C:54]1[CH:55]=[CH:56][CH:57]=[CH:58][CH:59]=1. (2) Given the reactants [CH3:1][O:2][C:3](=[O:33])[C:4]1[CH:9]=[CH:8][C:7]([CH2:10][N:11]2[CH:15]=[C:14]([C:16]3[CH:21]=[CH:20][C:19]([Cl:22])=[CH:18][C:17]=3[Cl:23])[N:13]=[C:12]2[CH2:24][O:25][C:26]2[CH:31]=[CH:30][C:29](Br)=[CH:28][CH:27]=2)=[CH:6][CH:5]=1.[NH2:34][C:35]1[CH:40]=[CH:39][C:38](B(O)O)=[CH:37][CH:36]=1, predict the reaction product. The product is: [CH3:1][O:2][C:3](=[O:33])[C:4]1[CH:9]=[CH:8][C:7]([CH2:10][N:11]2[CH:15]=[C:14]([C:16]3[CH:21]=[CH:20][C:19]([Cl:22])=[CH:18][C:17]=3[Cl:23])[N:13]=[C:12]2[CH2:24][O:25][C:26]2[CH:31]=[CH:30][C:29]([C:38]3[CH:39]=[CH:40][C:35]([NH2:34])=[CH:36][CH:37]=3)=[CH:28][CH:27]=2)=[CH:6][CH:5]=1. (3) The product is: [ClH:1].[NH2:33][C:3]1[C:2]([Cl:1])=[C:7]([O:8][C:9]2[CH:14]=[CH:13][C:12]([NH:15][C:16]([C:18]3[C:23](=[O:24])[C:22]([C:25]4[CH:26]=[CH:27][C:28]([F:31])=[CH:29][CH:30]=4)=[CH:21][NH:20][CH:19]=3)=[O:17])=[CH:11][C:10]=2[F:32])[CH:6]=[CH:5][N:4]=1. Given the reactants [Cl:1][C:2]1[C:3]([N:33]=C(C2C=CC=CC=2)C2C=CC=CC=2)=[N:4][CH:5]=[CH:6][C:7]=1[O:8][C:9]1[CH:14]=[CH:13][C:12]([NH:15][C:16]([C:18]2[C:23](=[O:24])[C:22]([C:25]3[CH:30]=[CH:29][C:28]([F:31])=[CH:27][CH:26]=3)=[CH:21][NH:20][CH:19]=2)=[O:17])=[CH:11][C:10]=1[F:32].Cl, predict the reaction product. (4) Given the reactants [Cl:1][C:2]1[N:7]=[CH:6][N:5]=[C:4]([C:8](Cl)=[O:9])[CH:3]=1.[O:11]=[C:12]1[CH:20]=[C:19]2[C:14]([CH:15]=[CH:16][CH:17]=[CH:18]2)=[N:13]1.[Cl-].[Cl-].[Cl-].[Al+3], predict the reaction product. The product is: [Cl:1][C:2]1[N:7]=[CH:6][N:5]=[C:4]([C:8]([C:17]2[CH:18]=[C:19]3[C:14](=[CH:15][CH:16]=2)[NH:13][C:12](=[O:11])[CH2:20]3)=[O:9])[CH:3]=1. (5) Given the reactants [NH2:1][C:2]1[CH:10]=[C:9]2[C:5]([CH2:6][C:7](=[O:11])[NH:8]2)=[CH:4][C:3]=1[F:12].N1CCCCC1.Cl[C:20]([C:22]([O:25][C:26](=[O:28])[CH3:27])([CH3:24])[CH3:23])=[O:21], predict the reaction product. The product is: [F:12][C:3]1[CH:4]=[C:5]2[C:9](=[CH:10][C:2]=1[NH:1][C:20]([C:22]([O:25][C:26](=[O:28])[CH3:27])([CH3:24])[CH3:23])=[O:21])[NH:8][C:7](=[O:11])[CH2:6]2. (6) Given the reactants Cl.[CH3:2][O:3][C:4]1[CH:11]=[CH:10][C:7]([C:8]#[N:9])=[CH:6][C:5]=1[O:12][CH:13]1[CH2:18][CH2:17][NH:16][CH2:15][CH2:14]1.Cl[CH2:20][C:21]([NH:23][CH3:24])=[O:22].C(=O)([O-])[O-].[K+].[K+].O, predict the reaction product. The product is: [C:8]([C:7]1[CH:10]=[CH:11][C:4]([O:3][CH3:2])=[C:5]([CH:6]=1)[O:12][CH:13]1[CH2:18][CH2:17][N:16]([CH2:20][C:21]([NH:23][CH3:24])=[O:22])[CH2:15][CH2:14]1)#[N:9]. (7) Given the reactants [F:1][C:2]1[C:3]2[CH:4]=[C:5]3[C:14]4[N:15]=[C:16]([C:19]5[C:20]([N:39]([CH3:44])[S:40]([CH3:43])(=[O:42])=[O:41])=[CH:21][C:22]6[O:26][C:25]([C:27]7[CH:32]=[CH:31][C:30]([F:33])=[CH:29][CH:28]=7)=[C:24]([C:34]([O:36]C)=[O:35])[C:23]=6[CH:38]=5)[CH:17]=[CH:18][C:13]=4[O:12][CH2:11][N:6]3[C:7]=2[CH:8]=[CH:9][CH:10]=1.O[Li].O, predict the reaction product. The product is: [F:1][C:2]1[C:3]2[CH:4]=[C:5]3[C:14]4[N:15]=[C:16]([C:19]5[C:20]([N:39]([CH3:44])[S:40]([CH3:43])(=[O:42])=[O:41])=[CH:21][C:22]6[O:26][C:25]([C:27]7[CH:28]=[CH:29][C:30]([F:33])=[CH:31][CH:32]=7)=[C:24]([C:34]([OH:36])=[O:35])[C:23]=6[CH:38]=5)[CH:17]=[CH:18][C:13]=4[O:12][CH2:11][N:6]3[C:7]=2[CH:8]=[CH:9][CH:10]=1. (8) Given the reactants C[O:2][C:3](=[O:34])[CH2:4][N:5]1[C:13]2[C:8](=[CH:9][C:10]([F:14])=[CH:11][CH:12]=2)[C:7]([CH2:15][C:16]2[CH:21]=[CH:20][CH:19]=[CH:18][C:17]=2[S:22](=[O:32])(=[O:31])[N:23]([CH3:30])[C:24]2[CH:29]=[CH:28][CH:27]=[CH:26][CH:25]=2)=[C:6]1[CH3:33].[OH-].[Na+].Cl, predict the reaction product. The product is: [F:14][C:10]1[CH:9]=[C:8]2[C:13](=[CH:12][CH:11]=1)[N:5]([CH2:4][C:3]([OH:34])=[O:2])[C:6]([CH3:33])=[C:7]2[CH2:15][C:16]1[CH:21]=[CH:20][CH:19]=[CH:18][C:17]=1[S:22](=[O:32])(=[O:31])[N:23]([CH3:30])[C:24]1[CH:25]=[CH:26][CH:27]=[CH:28][CH:29]=1.